Task: Predict the product of the given reaction.. Dataset: Forward reaction prediction with 1.9M reactions from USPTO patents (1976-2016) (1) Given the reactants [NH2:1][C:2]1[S:3][C:4]([C:28]2[CH:33]=[CH:32][CH:31]=[CH:30][N:29]=2)=[CH:5][C:6]=1[C:7]([N:9]1[CH2:14][CH2:13][CH:12]([N:15]2[CH2:27][CH2:26][CH2:25][C:17]3([C:21](=[O:22])[O:20][C:19]([CH3:24])([CH3:23])[CH2:18]3)[CH2:16]2)[CH2:11][CH2:10]1)=[O:8].ClC(Cl)(Cl)[C:36]([N:38]=C=O)=[O:37].C(OC(C)C)(C)C, predict the reaction product. The product is: [CH3:23][C:19]1([CH3:24])[CH2:18][C:17]2([CH2:25][CH2:26][CH2:27][N:15]([CH:12]3[CH2:13][CH2:14][N:9]([C:7]([C:6]4[CH:5]=[C:4]([C:28]5[CH:33]=[CH:32][CH:31]=[CH:30][N:29]=5)[S:3][C:2]=4[NH:1][C:36]([NH2:38])=[O:37])=[O:8])[CH2:10][CH2:11]3)[CH2:16]2)[C:21](=[O:22])[O:20]1. (2) Given the reactants [N:1]1[CH:6]=[CH:5][C:4]([O:7][CH:8]2[CH2:13][CH2:12][C:11](=O)[CH2:10][CH2:9]2)=[CH:3][CH:2]=1.CN.Cl.[BH3-][C:19]#[N:20].[Na+], predict the reaction product. The product is: [CH3:19][NH:20][CH:11]1[CH2:12][CH2:13][CH:8]([O:7][C:4]2[CH:5]=[CH:6][N:1]=[CH:2][CH:3]=2)[CH2:9][CH2:10]1. (3) The product is: [O:12]1[CH2:11][CH2:10][O:9][CH:8]1[C:6]1[CH:5]=[CH:4][C:3]2[O:13][C:24](=[O:26])[NH:1][C:2]=2[CH:7]=1. Given the reactants [NH2:1][C:2]1[CH:7]=[C:6]([CH:8]2[O:12][CH2:11][CH2:10][O:9]2)[CH:5]=[CH:4][C:3]=1[OH:13].C(N(C(C)C)CC)(C)C.Cl[C:24](Cl)([O:26]C(=O)OC(Cl)(Cl)Cl)Cl, predict the reaction product. (4) Given the reactants [C:1]([CH2:9][C:10]([O:12]CC)=O)(=O)[C:2]1[CH:7]=[CH:6][N:5]=[CH:4][CH:3]=1.[CH3:15][NH:16][C:17]([NH2:19])=[S:18].C1CCN2C(=NCCC2)CC1.CS(O)(=O)=O, predict the reaction product. The product is: [SH:18][C:17]1[N:16]([CH3:15])[C:10](=[O:12])[CH:9]=[C:1]([C:2]2[CH:7]=[CH:6][N:5]=[CH:4][CH:3]=2)[N:19]=1.